This data is from Forward reaction prediction with 1.9M reactions from USPTO patents (1976-2016). The task is: Predict the product of the given reaction. (1) Given the reactants [C:1]([NH:4][C:5]1[CH:6]=[C:7]2[C:12](=[CH:13][CH:14]=1)[O:11][CH:10]([CH2:15][C:16]([O:18]CC)=[O:17])[CH2:9][CH2:8]2)(=[O:3])[CH3:2].CO.[OH-].[Na+].Cl, predict the reaction product. The product is: [C:1]([NH:4][C:5]1[CH:6]=[C:7]2[C:12](=[CH:13][CH:14]=1)[O:11][CH:10]([CH2:15][C:16]([OH:18])=[O:17])[CH2:9][CH2:8]2)(=[O:3])[CH3:2]. (2) Given the reactants C(OC(=O)[NH:7][CH:8]1[CH2:13][CH2:12][N:11]([C:14]2[N:19]=[C:18]([C:20]3[CH:29]=[CH:28][C:27]4[C:26]([CH3:31])([CH3:30])[CH2:25][CH2:24][C:23]([CH3:33])([CH3:32])[C:22]=4[CH:21]=3)[CH:17]=[CH:16][N:15]=2)[CH2:10][CH2:9]1)(C)(C)C.Cl, predict the reaction product. The product is: [CH3:30][C:26]1([CH3:31])[CH2:25][CH2:24][C:23]([CH3:32])([CH3:33])[C:22]2[CH:21]=[C:20]([C:18]3[CH:17]=[CH:16][N:15]=[C:14]([N:11]4[CH2:12][CH2:13][CH:8]([NH2:7])[CH2:9][CH2:10]4)[N:19]=3)[CH:29]=[CH:28][C:27]1=2. (3) The product is: [N:22]1[CH:23]=[CH:24][CH:25]=[C:20]([C:19]#[C:18][C:15]2[CH:16]=[CH:17][C:12]([C:11]([NH:2][C@H:3]([C:8]([OH:10])=[O:9])[CH2:4][CH2:5][S:6][CH3:7])=[O:33])=[C:13]([C:26]3[CH:31]=[CH:30][CH:29]=[CH:28][C:27]=3[CH3:32])[CH:14]=2)[CH:21]=1. Given the reactants C[N:2]([C:11](=[O:33])[C:12]1[CH:17]=[CH:16][C:15]([C:18]#[C:19][C:20]2[CH:21]=[N:22][CH:23]=[CH:24][CH:25]=2)=[CH:14][C:13]=1[C:26]1[CH:31]=[CH:30][CH:29]=[CH:28][C:27]=1[CH3:32])[C@H:3]([C:8]([OH:10])=[O:9])[CH2:4][CH2:5][S:6][CH3:7].[Li+].[OH-], predict the reaction product.